This data is from Full USPTO retrosynthesis dataset with 1.9M reactions from patents (1976-2016). The task is: Predict the reactants needed to synthesize the given product. (1) Given the product [Cl:1][C:2]1[CH:3]=[C:4]2[C:5]([CH:8]=[C:9]([OH:11])[C:13]3[S:14][CH:15]=[CH:16][C:12]=32)=[CH:6][CH:7]=1, predict the reactants needed to synthesize it. The reactants are: [Cl:1][C:2]1[CH:7]=[CH:6][C:5]([CH2:8][C:9]([OH:11])=O)=[C:4]([C:12]2[CH:16]=[CH:15][S:14][CH:13]=2)[CH:3]=1.S1C=CC=C1C1C=CC=CC=1CC(O)=O. (2) Given the product [CH3:1][O:2][C:3]([C:4]1[CH:8]=[C:9]([C:11]2[CH:16]=[C:15]([O:17][CH3:18])[CH:14]=[CH:13][C:12]=2[O:19][CH3:20])[N:29]([CH2:28][CH:22]2[CH2:27][CH2:26][CH2:25][CH2:24][CH2:23]2)[C:5]=1[CH3:6])=[O:21], predict the reactants needed to synthesize it. The reactants are: [CH3:1][O:2][C:3](=[O:21])[CH:4]([CH2:8][C:9]([C:11]1[CH:16]=[C:15]([O:17][CH3:18])[CH:14]=[CH:13][C:12]=1[O:19][CH3:20])=O)[C:5](=O)[CH3:6].[CH:22]1([CH2:28][NH2:29])[CH2:27][CH2:26][CH2:25][CH2:24][CH2:23]1.C1(C)C=CC(S(O)(=O)=O)=CC=1.